This data is from Full USPTO retrosynthesis dataset with 1.9M reactions from patents (1976-2016). The task is: Predict the reactants needed to synthesize the given product. (1) Given the product [CH3:7][O:8][C@H:9]1[CH:19]=[CH:18][CH2:12][CH2:11][C@H:10]1[C:3](=[O:4])[CH2:1][CH3:2], predict the reactants needed to synthesize it. The reactants are: [CH:1]([C:3](CC)=[O:4])=[CH2:2].[CH3:7][O:8][CH:9]=[CH:10][CH:11]=[CH2:12].Cl(O)(=O)(=O)=O.[CH2:18]([C@@H]1N[C@H](C2OC(C)=CC=2)N(C)C1=O)[C:19]1C=CC=CC=1. (2) Given the product [Cl:1][C:2]1[CH:11]=[C:10]2[C:5]([CH:6]=[CH:7][CH:8]=[C:9]2[CH:12]2[CH2:16][C:17](=[O:19])[NH:20][C:13]2=[O:14])=[CH:4][CH:3]=1, predict the reactants needed to synthesize it. The reactants are: [Cl:1][C:2]1[CH:11]=[C:10]2[C:5]([CH:6]=[CH:7][CH:8]=[C:9]2[CH:12]([CH2:16][C:17]([OH:19])=O)[C:13](O)=[O:14])=[CH:4][CH:3]=1.[NH2:20]C(N)=O. (3) Given the product [Si:25]([O:32][CH2:33][C@H:34]([CH3:56])[O:35][C:36]1[CH:37]=[C:38]([CH:42]=[C:43]([O:45][C:46]2[CH:47]=[CH:48][C:49]([S:52]([CH3:55])(=[O:53])=[O:54])=[CH:50][CH:51]=2)[CH:44]=1)[C:39]([NH:57][C:58]1[S:59][CH:60]=[CH:61][N:62]=1)=[O:40])([C:28]([CH3:31])([CH3:29])[CH3:30])([CH3:26])[CH3:27], predict the reactants needed to synthesize it. The reactants are: CN(C(ON1N=NC2C=CC=NC1=2)=[N+](C)C)C.F[P-](F)(F)(F)(F)F.[Si:25]([O:32][CH2:33][C@H:34]([CH3:56])[O:35][C:36]1[CH:37]=[C:38]([CH:42]=[C:43]([O:45][C:46]2[CH:51]=[CH:50][C:49]([S:52]([CH3:55])(=[O:54])=[O:53])=[CH:48][CH:47]=2)[CH:44]=1)[C:39](O)=[O:40])([C:28]([CH3:31])([CH3:30])[CH3:29])([CH3:27])[CH3:26].[NH2:57][C:58]1[S:59][CH:60]=[CH:61][N:62]=1. (4) Given the product [CH2:13]([O:15][C:16]([C:18]1[CH:23]=[CH:22][CH:21]=[C:20]([C:24]2[CH2:28][CH2:27][CH2:26][C:25]=2[C:6]2[CH:7]=[C:2]([F:1])[CH:3]=[CH:4][C:5]=2[O:11][CH3:12])[N:19]=1)=[O:17])[CH3:14], predict the reactants needed to synthesize it. The reactants are: [F:1][C:2]1[CH:3]=[CH:4][C:5]([O:11][CH3:12])=[C:6](B(O)O)[CH:7]=1.[CH2:13]([O:15][C:16]([C:18]1[CH:23]=[CH:22][CH:21]=[C:20]([C:24]2[CH2:28][CH2:27][CH2:26][C:25]=2Br)[N:19]=1)=[O:17])[CH3:14]. (5) Given the product [CH2:1]([C@H:8]1[CH2:12][O:11][C:10](=[O:13])[N:9]1[C:14](=[O:21])[CH:15]([F:32])[CH2:16][CH2:17][CH2:18][CH2:19][CH3:20])[C:2]1[CH:3]=[CH:4][CH:5]=[CH:6][CH:7]=1, predict the reactants needed to synthesize it. The reactants are: [CH2:1]([C@H:8]1[CH2:12][O:11][C:10](=[O:13])[N:9]1[C:14](=[O:21])[CH2:15][CH2:16][CH2:17][CH2:18][CH2:19][CH3:20])[C:2]1[CH:7]=[CH:6][CH:5]=[CH:4][CH:3]=1.C[Si]([N-][Si](C)(C)C)(C)C.[Li+].[F:32]NS(C1C=CC=CC=1)(=O)=O.